Dataset: Forward reaction prediction with 1.9M reactions from USPTO patents (1976-2016). Task: Predict the product of the given reaction. (1) The product is: [CH2:20]([O:19][P:18]([CH2:2][C:3]1[S:7][C:6]([C:8]([F:11])([F:10])[F:9])=[C:5]([C:12]2[CH:17]=[CH:16][CH:15]=[CH:14][CH:13]=2)[CH:4]=1)(=[O:25])[O:22][CH2:23][CH3:24])[CH3:21]. Given the reactants Cl[CH2:2][C:3]1[S:7][C:6]([C:8]([F:11])([F:10])[F:9])=[C:5]([C:12]2[CH:17]=[CH:16][CH:15]=[CH:14][CH:13]=2)[CH:4]=1.[P:18]([O:25]CC)([O:22][CH2:23][CH3:24])[O:19][CH2:20][CH3:21], predict the reaction product. (2) Given the reactants [CH3:1][CH2:2][C:3]1[C:4]([CH3:40])=[C:5]2[NH:22][C:21]=1[CH:20]=[C:19]1[C:23]([CH3:28])=[C:24]3[C:25]([CH2:27][C:16]([C:17]3=[N:18]1)=[C:15]1[C@@H:29]([CH2:32][CH2:33][C:34]([OH:36])=[O:35])[C@H:30]([CH3:31])[C:13]([NH:14]1)=[CH:12][C:10]1=[N:11][C:7]([C:8]([CH:38]=[CH2:39])=[C:9]1[CH3:37])=[CH:6]2)=[O:26].C(N(CC)CC)C.F[P-](F)(F)(F)(F)F.N1(O[P+](N(C)C)(N(C)C)N(C)C)C2C=CC=CC=2N=N1, predict the reaction product. The product is: [CH3:1][CH2:2][C:3]1[C:21]2=[N:22][C:5](=[CH:6][C:7]3[NH:11][C:10]([CH:12]=[C:13]4[C@@H:30]([CH3:31])[C@H:29]([CH2:32][CH2:33][C:34]([OH:36])=[O:35])[C:15]([C:16]5[CH2:27][C:25](=[O:26])[C:24]6[C:17]=5[NH:18][C:19]([C:23]=6[CH3:28])=[CH:20]2)=[N:14]4)=[C:9]([CH3:37])[C:8]=3[CH:38]=[CH2:39])[C:4]=1[CH3:40]. (3) Given the reactants [OH-].[Na+].C([O:5][C:6]([C:8]1([CH:12]2[C:25]3[C:20](=[N:21][C:22]([C:26]4[CH:35]=[CH:34][C:29]([C:30]([O:32]C)=[O:31])=[CH:28][CH:27]=4)=[CH:23][CH:24]=3)[O:19][C:18]3[C:13]2=[CH:14][CH:15]=[CH:16][CH:17]=3)[CH2:11][CH2:10][CH2:9]1)=[O:7])C.Cl, predict the reaction product. The product is: [C:6]([C:8]1([CH:12]2[C:25]3[C:20](=[N:21][C:22]([C:26]4[CH:27]=[CH:28][C:29]([C:30]([OH:32])=[O:31])=[CH:34][CH:35]=4)=[CH:23][CH:24]=3)[O:19][C:18]3[C:13]2=[CH:14][CH:15]=[CH:16][CH:17]=3)[CH2:11][CH2:10][CH2:9]1)([OH:7])=[O:5]. (4) Given the reactants [N:1]1[C:11]2[C:10]3[S:12][C:13]([CH:15](Br)[C:16]([C:18]4[CH:23]=[CH:22][CH:21]=[CH:20][C:19]=4[Cl:24])=[O:17])=[CH:14][C:9]=3[CH2:8][CH2:7][O:6][C:5]=2[CH:4]=[CH:3][CH:2]=1.[CH:26]([NH2:28])=O, predict the reaction product. The product is: [N:1]1[C:11]2[C:10]3[S:12][C:13]([C:15]4[N:28]=[CH:26][O:17][C:16]=4[C:18]4[CH:23]=[CH:22][CH:21]=[CH:20][C:19]=4[Cl:24])=[CH:14][C:9]=3[CH2:8][CH2:7][O:6][C:5]=2[CH:4]=[CH:3][CH:2]=1. (5) Given the reactants [CH3:1][O:2][C:3](=[O:55])/[C:4](/[N:41]1[CH2:45][CH2:44][C@H:43]([NH:46][C:47]([O:49][C:50]([CH3:53])([CH3:52])[CH3:51])=[O:48])[C:42]1=[O:54])=[CH:5]\[C:6]1[CH:7]=[C:8]2[C:13](=[CH:14][C:15]=1[O:16][C:17]([F:20])([F:19])[F:18])[C:12]([NH:21][C:22]([C:35]1[CH:40]=[CH:39][CH:38]=[CH:37][CH:36]=1)([C:29]1[CH:34]=[CH:33][CH:32]=[CH:31][CH:30]=1)[C:23]1[CH:28]=[CH:27][CH:26]=[CH:25][CH:24]=1)=[N:11][CH:10]=[CH:9]2, predict the reaction product. The product is: [CH3:1][O:2][C:3](=[O:55])[C@H:4]([N:41]1[CH2:45][CH2:44][C@H:43]([NH:46][C:47]([O:49][C:50]([CH3:51])([CH3:52])[CH3:53])=[O:48])[C:42]1=[O:54])[CH2:5][C:6]1[CH:7]=[C:8]2[C:13](=[CH:14][C:15]=1[O:16][C:17]([F:20])([F:19])[F:18])[C:12]([NH:21][C:22]([C:23]1[CH:24]=[CH:25][CH:26]=[CH:27][CH:28]=1)([C:35]1[CH:40]=[CH:39][CH:38]=[CH:37][CH:36]=1)[C:29]1[CH:34]=[CH:33][CH:32]=[CH:31][CH:30]=1)=[N:11][CH:10]=[CH:9]2. (6) Given the reactants [CH3:1][CH:2]([CH2:12][C:13]#[C:14][C:15]1[CH:20]=[CH:19][CH:18]=[CH:17][CH:16]=1)[C:3](=[O:11])[CH2:4][P:5](=[O:10])([O:8][CH3:9])[O:6][CH3:7], predict the reaction product. The product is: [CH3:1][CH:2]([CH2:12][CH2:13][CH2:14][C:15]1[CH:16]=[CH:17][CH:18]=[CH:19][CH:20]=1)[C:3](=[O:11])[CH2:4][P:5](=[O:10])([O:8][CH3:9])[O:6][CH3:7]. (7) Given the reactants [F:1][C:2]1([F:19])[CH2:7][N:6]([C:8]([O:10][C:11]([CH3:14])([CH3:13])[CH3:12])=[O:9])[CH2:5][CH:4]([C:15](OC)=[O:16])[CH2:3]1.[BH4-].[Na+], predict the reaction product. The product is: [F:19][C:2]1([F:1])[CH2:3][CH:4]([CH2:15][OH:16])[CH2:5][N:6]([C:8]([O:10][C:11]([CH3:13])([CH3:12])[CH3:14])=[O:9])[CH2:7]1.